From a dataset of Reaction yield outcomes from USPTO patents with 853,638 reactions. Predict the reaction yield, written as a fraction of the theoretical maximum amount of product (1.0 means a 100% yield; for example, 0.34 means a 34% yield). (1) The reactants are [CH3:1][C@:2]12[C@@:19]3([CH3:20])[C@@H:10]([C@:11]4([CH3:33])[C@@H:16]([CH2:17][CH2:18]3)[C:15]([CH3:22])([CH3:21])[C:14]([C:23]3[CH:32]=[CH:31][C:26]([C:27]([O:29]C)=[O:28])=[CH:25][CH:24]=3)=[CH:13][CH2:12]4)[CH2:9][CH2:8][C@@H:7]1[C@H:6]1[C@H:34]([C:37]([CH2:39][O:40][CH2:41][CH2:42][N:43]3[CH2:48][CH2:47][O:46][CH2:45][CH2:44]3)=[CH2:38])[CH2:35][CH2:36][C@:5]1([C:49](=[O:60])[NH:50][CH2:51][CH2:52][CH2:53][N:54]1[CH2:58][CH2:57][CH2:56][C:55]1=[O:59])[CH2:4][CH2:3]2.[OH-].[Na+]. The catalyst is O1CCOCC1. The product is [CH3:1][C@:2]12[C@@:19]3([CH3:20])[C@@H:10]([C@:11]4([CH3:33])[C@@H:16]([CH2:17][CH2:18]3)[C:15]([CH3:21])([CH3:22])[C:14]([C:23]3[CH:32]=[CH:31][C:26]([C:27]([OH:29])=[O:28])=[CH:25][CH:24]=3)=[CH:13][CH2:12]4)[CH2:9][CH2:8][C@@H:7]1[C@H:6]1[C@H:34]([C:37]([CH2:39][O:40][CH2:41][CH2:42][N:43]3[CH2:44][CH2:45][O:46][CH2:47][CH2:48]3)=[CH2:38])[CH2:35][CH2:36][C@:5]1([C:49](=[O:60])[NH:50][CH2:51][CH2:52][CH2:53][N:54]1[CH2:58][CH2:57][CH2:56][C:55]1=[O:59])[CH2:4][CH2:3]2. The yield is 0.810. (2) The reactants are [O:1]1[C:5]2[CH:6]=[CH:7][CH:8]=[CH:9][C:4]=2[N:3]=[C:2]1[C:10]1[CH:11]=[CH:12][C:13]([NH:17][CH:18]2[CH2:23][CH2:22][O:21][CH2:20][CH2:19]2)=[C:14]([CH:16]=1)[NH2:15].Cl.[CH3:25][O:26][C:27]1[CH:28]=[C:29]([CH:35]=[CH:36][CH:37]=1)[C:30](=N)OCC.C(=O)([O-])O.[Na+]. The catalyst is CO. The product is [O:1]1[C:5]2[CH:6]=[CH:7][CH:8]=[CH:9][C:4]=2[N:3]=[C:2]1[C:10]1[CH:11]=[CH:12][C:13]2[N:17]([CH:18]3[CH2:23][CH2:22][O:21][CH2:20][CH2:19]3)[C:30]([C:29]3[CH:35]=[CH:36][CH:37]=[C:27]([O:26][CH3:25])[CH:28]=3)=[N:15][C:14]=2[CH:16]=1. The yield is 0.790. (3) The reactants are [CH3:1][O:2][C:3](=[O:28])[CH2:4][O:5][C:6]1[CH:11]=[CH:10][C:9]([NH:12][C:13](=[O:27])[CH2:14][CH2:15][CH2:16][CH2:17][CH2:18][O:19]CC2C=CC=CC=2)=[CH:8][CH:7]=1. The catalyst is CO.CN(C)C=O.[Pd]. The product is [CH3:1][O:2][C:3](=[O:28])[CH2:4][O:5][C:6]1[CH:11]=[CH:10][C:9]([NH:12][C:13](=[O:27])[CH2:14][CH2:15][CH2:16][CH2:17][CH2:18][OH:19])=[CH:8][CH:7]=1. The yield is 0.244. (4) The reactants are [CH3:1][Sn:2](Cl)([CH3:4])[CH3:3].[CH3:6][O:7][C:8]1[CH:13]=[CH:12][C:11]([Mg]Br)=[CH:10][CH:9]=1. The catalyst is C1COCC1. The product is [CH3:6][O:7][C:8]1[CH:13]=[CH:12][C:11]([Sn:2]([CH3:4])([CH3:3])[CH3:1])=[CH:10][CH:9]=1. The yield is 0.800. (5) The reactants are [N:1]([CH2:4][CH:5]1[CH2:9][C:8]2[CH:10]=[CH:11][CH:12]=[C:13]([C:14]3[C:19]([Cl:20])=[CH:18][C:17]([Cl:21])=[CH:16][C:15]=3[Cl:22])[C:7]=2[O:6]1)=[N+]=[N-].C1(P(C2C=CC=CC=2)C2C=CC=CC=2)C=CC=CC=1.Cl. The catalyst is O1CCCC1.C(O)(C)C. The product is [Cl:22][C:15]1[CH:16]=[C:17]([Cl:21])[CH:18]=[C:19]([Cl:20])[C:14]=1[C:13]1[C:7]2[O:6][CH:5]([CH2:4][NH2:1])[CH2:9][C:8]=2[CH:10]=[CH:11][CH:12]=1. The yield is 0.560. (6) The reactants are Cl[C:2]1[N:7]=[C:6]([NH:8][CH2:9][CH2:10][CH3:11])[N:5]=[C:4]([NH:12][CH2:13][CH2:14][CH3:15])[N:3]=1.Cl.[CH3:17][O:18][NH2:19].[OH-].[Na+]. The catalyst is O1CCOCC1.O. The product is [CH2:13]([NH:12][C:4]1[N:5]=[C:6]([NH:8][CH2:9][CH2:10][CH3:11])[N:7]=[C:2]([NH:19][O:18][CH3:17])[N:3]=1)[CH2:14][CH3:15]. The yield is 0.900. (7) The reactants are [CH2:1]1[CH2:6][CH2:5][CH2:4][CH2:3][CH2:2]1.[OH:7]N1[C:12](=[O:13])[C:11]2=[CH:14][CH:15]=[CH:16][CH:17]=[C:10]2C1=O.[O:19]=O.N#N. The catalyst is C(O)(=O)C. The product is [C:1]1(=[O:7])[CH2:6][CH2:5][CH2:4][CH2:3][CH2:2]1.[CH:10]1([OH:19])[CH2:11][CH2:14][CH2:15][CH2:16][CH2:17]1.[C:12]([O:13][CH:1]1[CH2:6][CH2:5][CH2:4][CH2:3][CH2:2]1)(=[O:19])[CH3:11]. The yield is 0.534.